Dataset: Catalyst prediction with 721,799 reactions and 888 catalyst types from USPTO. Task: Predict which catalyst facilitates the given reaction. (1) Reactant: [CH2:1]([NH:5][C:6](=[O:10])[C@H:7]([CH3:9])[NH2:8])[CH:2]([CH3:4])[CH3:3].[F:11][C:12]1[CH:13]=[C:14]([CH2:19][C@H:20]([NH:24][C:25](=[O:31])[O:26][C:27]([CH3:30])([CH3:29])[CH3:28])[C@H:21]2[CH2:23][O:22]2)[CH:15]=[C:16]([F:18])[CH:17]=1. Product: [C:27]([O:26][C:25](=[O:31])[NH:24][CH:20]([CH2:19][C:14]1[CH:13]=[C:12]([F:11])[CH:17]=[C:16]([F:18])[CH:15]=1)[CH:21]([OH:22])[CH2:23][NH:8][CH:7]([C:6](=[O:10])[NH:5][CH2:1][CH:2]([CH3:4])[CH3:3])[CH3:9])([CH3:28])([CH3:29])[CH3:30]. The catalyst class is: 32. (2) Reactant: [CH:1]1([CH2:7][N:8]2[C:16]3[C:11](=[CH:12][CH:13]=[CH:14][C:15]=3[C:17]#[N:18])[C:10]([C:19]3[N:23]=[C:22]([CH2:24][OH:25])[S:21][N:20]=3)=[CH:9]2)[CH2:6][CH2:5][CH2:4][CH2:3][CH2:2]1.[CH3:26][S:27](Cl)(=[O:29])=[O:28].C(N(CC)CC)C. Product: [C:17]([C:15]1[CH:14]=[CH:13][CH:12]=[C:11]2[C:16]=1[N:8]([CH2:7][CH:1]1[CH2:6][CH2:5][CH2:4][CH2:3][CH2:2]1)[CH:9]=[C:10]2[C:19]1[N:23]=[C:22]([CH2:24][O:25][S:27]([CH3:26])(=[O:29])=[O:28])[S:21][N:20]=1)#[N:18]. The catalyst class is: 4. (3) Reactant: Cl[C:2]1[C:3]2[C:4](=[CH:15][N:16](CC3C=CC(OC)=CC=3)[N:17]=2)[N:5]=[C:6]([CH:8]2[CH2:13][CH2:12][N:11]([CH3:14])[CH2:10][CH2:9]2)[N:7]=1.[N:27]1([C:32]2[CH:38]=[CH:37][C:35]([NH2:36])=[CH:34][CH:33]=2)[CH2:31][CH2:30][CH2:29][CH2:28]1.Cl. Product: [CH3:14][N:11]1[CH2:10][CH2:9][CH:8]([C:6]2[N:7]=[C:2]([NH:36][C:35]3[CH:34]=[CH:33][C:32]([N:27]4[CH2:31][CH2:30][CH2:29][CH2:28]4)=[CH:38][CH:37]=3)[C:3]3[NH:17][N:16]=[CH:15][C:4]=3[N:5]=2)[CH2:13][CH2:12]1. The catalyst class is: 71. (4) Reactant: [CH2:1]([O:8][C:9]([NH:11][C:12]1[C:13]([C:29](O)=[O:30])=[N:14][C:15]2[C:20]([CH:21]=1)=[CH:19][CH:18]=[C:17]([N:22]1[CH2:27][CH2:26][CH2:25][CH2:24][C:23]1=[O:28])[CH:16]=2)=[O:10])[C:2]1[CH:7]=[CH:6][CH:5]=[CH:4][CH:3]=1.[NH2:32][C:33]1[CH:34]=[N:35][CH:36]=[CH:37][C:38]=1[N:39]1[CH2:44][C@H:43]([CH3:45])[CH2:42][C@H:41]([NH:46][C:47](=[O:53])[O:48][C:49]([CH3:52])([CH3:51])[CH3:50])[CH2:40]1.CN(C(ON1N=NC2C=CC=NC1=2)=[N+](C)C)C.F[P-](F)(F)(F)(F)F.CCN(C(C)C)C(C)C. Product: [CH2:1]([O:8][C:9](=[O:10])[NH:11][C:12]1[C:13]([C:29]([NH:32][C:33]2[CH:34]=[N:35][CH:36]=[CH:37][C:38]=2[N:39]2[CH2:44][C@H:43]([CH3:45])[CH2:42][C@H:41]([NH:46][C:47]([O:48][C:49]([CH3:52])([CH3:51])[CH3:50])=[O:53])[CH2:40]2)=[O:30])=[N:14][C:15]2[C:20]([CH:21]=1)=[CH:19][CH:18]=[C:17]([N:22]1[CH2:27][CH2:26][CH2:25][CH2:24][C:23]1=[O:28])[CH:16]=2)[C:2]1[CH:7]=[CH:6][CH:5]=[CH:4][CH:3]=1. The catalyst class is: 3. (5) Reactant: [F:1][C:2]1[C:10]([O:11][C:12]2[C:21]3[C:16](=[CH:17][C:18]([O:24][CH2:25][C:26]4([C:29]([N:31]([CH3:33])[CH3:32])=O)[CH2:28][CH2:27]4)=[C:19]([O:22][CH3:23])[CH:20]=3)[N:15]=[CH:14][CH:13]=2)=[CH:9][CH:8]=[C:7]2[C:3]=1[CH:4]=[C:5]([CH3:34])[NH:6]2.[H-].[H-].[H-].[H-].[Li+].[Al+3]. Product: [F:1][C:2]1[C:10]([O:11][C:12]2[C:21]3[C:16](=[CH:17][C:18]([O:24][CH2:25][C:26]4([CH2:29][N:31]([CH3:32])[CH3:33])[CH2:27][CH2:28]4)=[C:19]([O:22][CH3:23])[CH:20]=3)[N:15]=[CH:14][CH:13]=2)=[CH:9][CH:8]=[C:7]2[C:3]=1[CH:4]=[C:5]([CH3:34])[NH:6]2. The catalyst class is: 1. (6) Reactant: [F:1][C:2]([F:25])([F:24])[C@H:3]1[CH2:8][CH2:7][C@H:6]([NH:9][C:10](=[O:23])[C:11]2[CH:16]=[C:15]([N+:17]([O-])=O)[C:14]([NH2:20])=[CH:13][C:12]=2[O:21][CH3:22])[CH2:5][CH2:4]1. Product: [F:1][C:2]([F:24])([F:25])[C@H:3]1[CH2:8][CH2:7][C@H:6]([NH:9][C:10](=[O:23])[C:11]2[CH:16]=[C:15]([NH2:17])[C:14]([NH2:20])=[CH:13][C:12]=2[O:21][CH3:22])[CH2:5][CH2:4]1. The catalyst class is: 181. (7) Reactant: [Cl:1][C:2]1[CH:9]=[CH:8][CH:7]=[CH:6][C:3]=1[CH2:4][NH2:5].[F:10][B-:11]([F:14])([F:13])[F:12].[C:15]1([C:21]2[CH:26]=[C:25]([C:27]3[CH:32]=[CH:31][CH:30]=[CH:29][CH:28]=3)[CH:24]=[C:23]([C:33]3[CH:38]=[CH:37][CH:36]=[CH:35][CH:34]=3)[O+]=2)[CH:20]=[CH:19][CH:18]=[CH:17][CH:16]=1.C(O)C.C(OCC)C. Product: [F:10][B-:11]([F:14])([F:13])[F:12].[Cl:1][C:2]1[CH:9]=[CH:8][CH:7]=[CH:6][C:3]=1[CH2:4][N+:5]1[C:23]([C:33]2[CH:38]=[CH:37][CH:36]=[CH:35][CH:34]=2)=[CH:24][C:25]([C:27]2[CH:28]=[CH:29][CH:30]=[CH:31][CH:32]=2)=[CH:26][C:21]=1[C:15]1[CH:20]=[CH:19][CH:18]=[CH:17][CH:16]=1. The catalyst class is: 4. (8) Product: [Cl:1][C:2]1[C:6]([Cl:7])=[C:5]([CH3:8])[NH:4][C:3]=1[C:9]([NH:12][C@@H:13]1[CH2:18][CH2:17][N:16]([C:19]([O:21][CH2:22][CH3:23])=[O:20])[CH2:15][C@@H:14]1[O:24][CH2:25][CH:26]=[CH2:27])=[O:11]. The catalyst class is: 4. Reactant: [Cl:1][C:2]1[C:6]([Cl:7])=[C:5]([CH3:8])[NH:4][C:3]=1[C:9]([OH:11])=O.[NH2:12][C@@H:13]1[CH2:18][CH2:17][N:16]([C:19]([O:21][CH2:22][CH3:23])=[O:20])[CH2:15][C@@H:14]1[O:24][CH2:25][CH:26]=[CH2:27].C1C=CC2N(O)N=NC=2C=1.CN1CCOCC1.CCN=C=NCCCN(C)C.Cl.Cl.